From a dataset of Peptide-MHC class II binding affinity with 134,281 pairs from IEDB. Regression. Given a peptide amino acid sequence and an MHC pseudo amino acid sequence, predict their binding affinity value. This is MHC class II binding data. The peptide sequence is KIPKKASEGAVDIIN. The MHC is DRB1_1501 with pseudo-sequence DRB1_1501. The binding affinity (normalized) is 0.343.